From a dataset of Forward reaction prediction with 1.9M reactions from USPTO patents (1976-2016). Predict the product of the given reaction. (1) The product is: [N:1]12[CH2:8][CH2:7][CH:4]([CH2:5][CH2:6]1)[CH:3]([O:9][C:10](=[O:22])[NH:11][C:12]([C:15]1[CH:20]=[CH:19][CH:18]=[C:17]([CH2:23][CH:24]([CH3:29])[CH3:25])[CH:16]=1)([CH3:14])[CH3:13])[CH2:2]2. Given the reactants [N:1]12[CH2:8][CH2:7][CH:4]([CH2:5][CH2:6]1)[CH:3]([O:9][C:10](=[O:22])[NH:11][C:12]([C:15]1[CH:20]=[CH:19][CH:18]=[C:17](Br)[CH:16]=1)([CH3:14])[CH3:13])[CH2:2]2.[CH3:23][CH:24]([CH3:29])[CH2:25]B(O)O, predict the reaction product. (2) Given the reactants CC1(C)[O:7][CH2:6][CH:5]([CH2:8][O:9][C:10]2[C:31]([CH3:32])=[CH:30][C:13]([CH2:14][NH:15][C:16]([C:18]3[S:25][C:24]([CH3:26])=[C:23]4[C:19]=3[CH2:20][C@H:21]3[C:27]([CH3:29])([CH3:28])[C@H:22]34)=[O:17])=[CH:12][C:11]=2[CH3:33])[CH2:4][O:3]1, predict the reaction product. The product is: [OH:7][CH2:6][CH:5]([CH2:4][OH:3])[CH2:8][O:9][C:10]1[C:11]([CH3:33])=[CH:12][C:13]([CH2:14][NH:15][C:16]([C:18]2[S:25][C:24]([CH3:26])=[C:23]3[C:19]=2[CH2:20][C@H:21]2[C:27]([CH3:29])([CH3:28])[C@H:22]23)=[O:17])=[CH:30][C:31]=1[CH3:32]. (3) Given the reactants [CH2:1]([N:8]1[C:16]2[C:11](=[CH:12][C:13]([C:17]3[CH:22]=[CH:21][C:20]([O:23][C:24]([F:27])([F:26])[F:25])=[CH:19][CH:18]=3)=[CH:14][CH:15]=2)[C:10]([C:28](=[O:34])[C:29](OCC)=[O:30])=[CH:9]1)[C:2]1[CH:7]=[CH:6][CH:5]=[CH:4][CH:3]=1.[CH2:35]([N:42]1C2C(=CC(C3C=CC(OC(F)(F)F)=CC=3)=CC=2)C=C1)C1C=CC=CC=1.C(Cl)(=O)C(Cl)=O.[C:68](=[O:71])(O)[O-:69].[Na+], predict the reaction product. The product is: [CH2:1]([N:8]1[C:16]2[C:11](=[CH:12][C:13]([C:17]3[CH:18]=[CH:19][C:20]([O:23][C:24]([F:27])([F:26])[F:25])=[CH:21][CH:22]=3)=[CH:14][CH:15]=2)[C:10]([C:28](=[O:34])[C:29]([NH:42][CH2:35][C:68]([OH:69])=[O:71])=[O:30])=[CH:9]1)[C:2]1[CH:7]=[CH:6][CH:5]=[CH:4][CH:3]=1. (4) The product is: [C:1]([C:3]1[C:4]([N:17]2[CH2:18][CH:19]([C:21](=[O:23])[NH:67][S:64]([CH2:63][C:59]3[CH:60]=[CH:61][CH:62]=[C:57]([O:56][CH3:55])[CH:58]=3)(=[O:65])=[O:66])[CH2:20]2)=[N:5][C:6]([CH:14]([F:15])[F:16])=[C:7]([CH:8]=1)[C:9]([O:11][CH2:12][CH3:13])=[O:10])#[N:2]. Given the reactants [C:1]([C:3]1[C:4]([N:17]2[CH2:20][CH:19]([C:21]([OH:23])=O)[CH2:18]2)=[N:5][C:6]([CH:14]([F:16])[F:15])=[C:7]([C:9]([O:11][CH2:12][CH3:13])=[O:10])[CH:8]=1)#[N:2].CN(C(ON1N=NC2C=CC=CC1=2)=[N+](C)C)C.[B-](F)(F)(F)F.CCN(C(C)C)C(C)C.[CH3:55][O:56][C:57]1[CH:58]=[C:59]([CH2:63][S:64]([NH2:67])(=[O:66])=[O:65])[CH:60]=[CH:61][CH:62]=1.C([O-])(O)=O.[Na+], predict the reaction product. (5) Given the reactants [CH3:1][C:2]([S-:5])([CH3:4])[CH3:3].[Na+].[Br:7][C:8]1[C:12]2[N:13]=[CH:14][N:15]=[C:16](Cl)[C:11]=2[S:10][CH:9]=1, predict the reaction product. The product is: [Br:7][C:8]1[C:12]2[N:13]=[CH:14][N:15]=[C:16]([S:5][C:2]([CH3:4])([CH3:3])[CH3:1])[C:11]=2[S:10][CH:9]=1. (6) Given the reactants [C:1](OC1C2C(=CC=CC=2)N(CCC)C1=O)(=[O:8])[C:2]1[CH:7]=[CH:6][CH:5]=[CH:4][CH:3]=1.[Cl:23][C:24]1[CH:25]=[C:26]2[C:30](=[CH:31][CH:32]=1)[N:29]([CH2:33][CH2:34][CH:35]([CH3:37])[CH3:36])[C:28](=[O:38])[C:27]2=[O:39], predict the reaction product. The product is: [C:1]([O:39][CH:27]1[C:26]2[C:30](=[CH:31][CH:32]=[C:24]([Cl:23])[CH:25]=2)[N:29]([CH2:33][CH2:34][CH:35]([CH3:36])[CH3:37])[C:28]1=[O:38])(=[O:8])[C:2]1[CH:7]=[CH:6][CH:5]=[CH:4][CH:3]=1. (7) Given the reactants [CH2:1]([N:8]1[C:16]2[C:11](=[CH:12][C:13]([O:17]C3CCCCO3)=[CH:14][CH:15]=2)[C:10]([C:24](=[O:26])[CH3:25])=[C:9]1[CH:27]([CH3:29])[CH3:28])[C:2]1[CH:7]=[CH:6][CH:5]=[CH:4][CH:3]=1.Cl, predict the reaction product. The product is: [CH2:1]([N:8]1[C:16]2[C:11](=[CH:12][C:13]([OH:17])=[CH:14][CH:15]=2)[C:10]([C:24](=[O:26])[CH3:25])=[C:9]1[CH:27]([CH3:29])[CH3:28])[C:2]1[CH:3]=[CH:4][CH:5]=[CH:6][CH:7]=1. (8) Given the reactants [C:1]([O:5][C:6]([N:8]1[CH2:13][CH2:12][N:11]([C:14]2[CH:19]=[C:18]([NH:20][C:21]([NH:23][C:24]3[CH:29]=[CH:28][CH:27]=[CH:26][CH:25]=3)=[O:22])[CH:17]=[C:16](Cl)[N:15]=2)[CH2:10][CH2:9]1)=[O:7])([CH3:4])([CH3:3])[CH3:2].[CH:31]1([NH:37][C:38]2[CH:43]=[C:42]([Sn](C)(C)C)[CH:41]=[CH:40][N:39]=2)[CH2:36][CH2:35][CH2:34][CH2:33][CH2:32]1, predict the reaction product. The product is: [C:1]([O:5][C:6]([N:8]1[CH2:13][CH2:12][N:11]([C:14]2[N:15]=[C:16]([C:42]3[CH:41]=[CH:40][N:39]=[C:38]([NH:37][CH:31]4[CH2:36][CH2:35][CH2:34][CH2:33][CH2:32]4)[CH:43]=3)[CH:17]=[C:18]([NH:20][C:21]([NH:23][C:24]3[CH:29]=[CH:28][CH:27]=[CH:26][CH:25]=3)=[O:22])[CH:19]=2)[CH2:10][CH2:9]1)=[O:7])([CH3:4])([CH3:3])[CH3:2].